From a dataset of Peptide-MHC class II binding affinity with 134,281 pairs from IEDB. Regression. Given a peptide amino acid sequence and an MHC pseudo amino acid sequence, predict their binding affinity value. This is MHC class II binding data. The peptide sequence is LDYDDYVYPGHAIWW. The MHC is HLA-DPA10103-DPB10401 with pseudo-sequence HLA-DPA10103-DPB10401. The binding affinity (normalized) is 0.0317.